Dataset: Full USPTO retrosynthesis dataset with 1.9M reactions from patents (1976-2016). Task: Predict the reactants needed to synthesize the given product. (1) Given the product [NH2:7][C@@H:3]1[CH2:4][CH2:5][CH2:6][N:1]([C:16]2[C:17](=[O:24])[N:18]([CH3:23])[CH:19]=[C:20]([N:34]3[C:28]4[CH:27]=[C:26]([C:39]5[CH:38]=[N:37][N:36]([CH3:35])[CH:40]=5)[N:31]=[CH:30][C:29]=4[CH:32]=[N:33]3)[N:21]=2)[CH2:2]1, predict the reactants needed to synthesize it. The reactants are: [NH:1]1[CH2:6][CH2:5][CH2:4][C@@H:3]([NH:7]C(=O)OC(C)(C)C)[CH2:2]1.Br[C:16]1[C:17](=[O:24])[N:18]([CH3:23])[CH:19]=[C:20](Br)[N:21]=1.Cl[C:26]1[N:31]=[CH:30][C:29]2[CH:32]=[N:33][NH:34][C:28]=2[CH:27]=1.[CH3:35][N:36]1[CH:40]=[C:39](B2OC(C)(C)C(C)(C)O2)[CH:38]=[N:37]1. (2) Given the product [O:13]([C:20]1[CH:21]=[CH:22][C:23]([CH2:24][N:25]2[CH2:10][C:5]3[C:4](=[CH:9][CH:8]=[CH:7][CH:6]=3)[C:3]2=[O:12])=[CH:26][CH:27]=1)[C:14]1[CH:15]=[CH:16][CH:17]=[CH:18][CH:19]=1, predict the reactants needed to synthesize it. The reactants are: CO[C:3](=[O:12])[C:4]1[CH:9]=[CH:8][CH:7]=[CH:6][C:5]=1[CH2:10]Br.[O:13]([C:20]1[CH:27]=[CH:26][C:23]([CH2:24][NH2:25])=[CH:22][CH:21]=1)[C:14]1[CH:19]=[CH:18][CH:17]=[CH:16][CH:15]=1.C([O-])([O-])=O.[K+].[K+].C(OCC)(=O)C. (3) Given the product [CH2:22]([C:19]1[CH:20]=[CH:21][C:16]([C:15]2[N:11]([C:8]3[N:9]=[N:10][C:1]([O:2][CH3:32])=[CH:6][CH:7]=3)[N:12]=[C:13]([C:24]([OH:25])=[O:28])[CH:14]=2)=[N:17][CH:18]=1)[CH3:23], predict the reactants needed to synthesize it. The reactants are: [CH3:1][O-:2].[Na+].ClC1[N:10]=[N:9][C:8]([N:11]2[C:15]([C:16]3[CH:21]=[CH:20][C:19]([CH2:22][CH3:23])=[CH:18][N:17]=3)=[CH:14][C:13]([C:24](OC)=[O:25])=[N:12]2)=[CH:7][CH:6]=1.[OH-:28].[Na+].Cl.O1CCC[CH2:32]1.